This data is from Forward reaction prediction with 1.9M reactions from USPTO patents (1976-2016). The task is: Predict the product of the given reaction. (1) Given the reactants [C:1]1([CH2:7][CH2:8][CH2:9][NH:10][C:11]([C:13]2[CH:18]=[CH:17][C:16]([N:19]3[C:23]([CH2:24][CH2:25][CH3:26])=[C:22]([C:27]([OH:29])=O)[N:21]=[N:20]3)=[CH:15][CH:14]=2)=[O:12])[CH:6]=[CH:5][CH:4]=[CH:3][CH:2]=1.C1C=C[C:33]2N(O)N=[N:36][C:34]=2[CH:35]=1.C1(N)CC1.CCN=C=NCCCN(C)C, predict the reaction product. The product is: [CH:34]1([NH:36][C:27]([C:22]2[N:21]=[N:20][N:19]([C:16]3[CH:15]=[CH:14][C:13]([C:11]([NH:10][CH2:9][CH2:8][CH2:7][C:1]4[CH:2]=[CH:3][CH:4]=[CH:5][CH:6]=4)=[O:12])=[CH:18][CH:17]=3)[C:23]=2[CH2:24][CH2:25][CH3:26])=[O:29])[CH2:35][CH2:33]1. (2) The product is: [C:20]1([C:18]2[N:19]=[C:15]([N:4]3[CH2:5][CH2:6][N:1]([C:7]([O:9][C:10]([CH3:13])([CH3:12])[CH3:11])=[O:8])[CH2:2][CH2:3]3)[O:16][CH:17]=2)[CH:21]=[CH:22][CH:23]=[CH:24][CH:25]=1. Given the reactants [N:1]1([C:7]([O:9][C:10]([CH3:13])([CH3:12])[CH3:11])=[O:8])[CH2:6][CH2:5][NH:4][CH2:3][CH2:2]1.Cl[C:15]1[O:16][CH:17]=[C:18]([C:20]2[CH:25]=[CH:24][CH:23]=[CH:22][CH:21]=2)[N:19]=1, predict the reaction product. (3) Given the reactants Br[C:2]1[CH:7]=[C:6]([F:8])[CH:5]=[C:4]([N+:9]([O-:11])=[O:10])[C:3]=1[F:12].[CH3:13][O:14][C:15](=[O:20])[CH2:16][CH2:17][C:18]#[CH:19].C1(P(C2C=CC=CC=2)C2C=CC=CC=2)C=CC=CC=1, predict the reaction product. The product is: [CH3:13][O:14][C:15](=[O:20])[CH2:16][CH2:17][C:18]#[C:19][C:2]1[CH:7]=[C:6]([F:8])[CH:5]=[C:4]([N+:9]([O-:11])=[O:10])[C:3]=1[F:12].